Dataset: Reaction yield outcomes from USPTO patents with 853,638 reactions. Task: Predict the reaction yield, written as a fraction of the theoretical maximum amount of product (1.0 means a 100% yield; for example, 0.34 means a 34% yield). (1) The reactants are [NH2:1][C@H:2]([CH2:23][C:24]1[CH:29]=[CH:28][C:27]([Cl:30])=[CH:26][CH:25]=1)[C:3]([N:5]1[CH2:10][CH2:9][C:8]([CH:17]2[CH2:22][CH2:21][CH2:20][CH2:19][CH2:18]2)([CH2:11][N:12]2[CH:16]=[N:15][CH:14]=[N:13]2)[CH2:7][CH2:6]1)=[O:4].C(N(CC)CC)C.[CH3:38][S:39](Cl)(=[O:41])=[O:40].FC(F)(F)C(O)=O. The catalyst is O1CCCC1. The product is [Cl:30][C:27]1[CH:26]=[CH:25][C:24]([CH2:23][C@@H:2]([NH:1][S:39]([CH3:38])(=[O:41])=[O:40])[C:3]([N:5]2[CH2:10][CH2:9][C:8]([CH:17]3[CH2:18][CH2:19][CH2:20][CH2:21][CH2:22]3)([CH2:11][N:12]3[CH:16]=[N:15][CH:14]=[N:13]3)[CH2:7][CH2:6]2)=[O:4])=[CH:29][CH:28]=1. The yield is 0.540. (2) The reactants are [C:1]1([C:26]2[CH:31]=[CH:30][CH:29]=[CH:28][CH:27]=2)[CH:6]=[CH:5][C:4]([O:7][CH2:8][CH2:9][CH2:10][C:11]2[CH:25]=[CH:24][C:14]([O:15][C:16]([CH3:23])([CH3:22])[C:17]([O:19]CC)=[O:18])=[CH:13][CH:12]=2)=[CH:3][CH:2]=1.[Li+].[OH-].C1COCC1. The catalyst is CO. The product is [C:1]1([C:26]2[CH:27]=[CH:28][CH:29]=[CH:30][CH:31]=2)[CH:2]=[CH:3][C:4]([O:7][CH2:8][CH2:9][CH2:10][C:11]2[CH:25]=[CH:24][C:14]([O:15][C:16]([CH3:23])([CH3:22])[C:17]([OH:19])=[O:18])=[CH:13][CH:12]=2)=[CH:5][CH:6]=1. The yield is 0.830. (3) The reactants are [CH2:1]([N:8]1[CH:16]=[C:15]2[C:10]([CH:11]=[C:12]([C:17]3[CH:18]=[C:19]([C:27]4[CH:32]=[CH:31][C:30]([CH2:33]Br)=[CH:29][CH:28]=4)[N:20]4[C:25]=3[C:24]([NH2:26])=[N:23][CH:22]=[N:21]4)[CH:13]=[CH:14]2)=[N:9]1)[C:2]1[CH:7]=[CH:6][CH:5]=[CH:4][CH:3]=1.[NH:35]1[CH2:40][CH2:39][C:38](=[O:41])[NH:37][CH2:36]1. No catalyst specified. The product is [NH2:26][C:24]1[C:25]2=[C:17]([C:12]3[CH:13]=[CH:14][C:15]4[C:10]([CH:11]=3)=[N:9][N:8]([CH2:1][C:2]3[CH:3]=[CH:4][CH:5]=[CH:6][CH:7]=3)[CH:16]=4)[CH:18]=[C:19]([C:27]3[CH:32]=[CH:31][C:30]([CH2:33][N:35]4[CH2:40][CH2:39][C:38](=[O:41])[NH:37][CH2:36]4)=[CH:29][CH:28]=3)[N:20]2[N:21]=[CH:22][N:23]=1. The yield is 0.0450. (4) The reactants are C([N:8]1[CH2:13][CH2:12][C:11]([CH3:14])=[C:10]([C:15]2[CH:20]=[CH:19][C:18]([NH:21][C:22](=[O:31])[C:23]3[C:28]([F:29])=[CH:27][CH:26]=[CH:25][C:24]=3[F:30])=[CH:17][CH:16]=2)[CH2:9]1)C1C=CC=CC=1.Cl[C:33]([O:35][CH2:36][CH3:37])=[O:34]. The catalyst is C(Cl)Cl. The product is [F:30][C:24]1[CH:25]=[CH:26][CH:27]=[C:28]([F:29])[C:23]=1[C:22]([NH:21][C:18]1[CH:17]=[CH:16][C:15]([C:10]2[CH2:9][N:8]([C:33]([O:35][CH2:36][CH3:37])=[O:34])[CH2:13][CH2:12][C:11]=2[CH3:14])=[CH:20][CH:19]=1)=[O:31]. The yield is 0.970. (5) The reactants are Br[C:2]1[CH:3]=[C:4]2[C:8](=[CH:9][CH:10]=1)[C:7](=[O:11])[N:6]([CH3:12])[CH:5]2[CH3:13].[S:14]1[CH:18]=[CH:17][CH:16]=[C:15]1B(O)O. No catalyst specified. The product is [CH3:12][N:6]1[CH:5]([CH3:13])[C:4]2[C:8](=[CH:9][CH:10]=[C:2]([C:15]3[S:14][CH:18]=[CH:17][CH:16]=3)[CH:3]=2)[C:7]1=[O:11]. The yield is 1.00. (6) The reactants are [Si]([O:8][CH2:9][CH2:10][CH2:11][N:12]1[C:20](=[O:21])[C:19]2[N:18]([CH2:22][C:23]3[CH:28]=[CH:27][C:26]([Cl:29])=[CH:25][CH:24]=3)[C:17]([NH:30][CH2:31][CH2:32][CH3:33])=[N:16][C:15]=2[N:14]([CH3:34])[C:13]1=[O:35])(C(C)(C)C)(C)C.Cl. The catalyst is C(O)C. The product is [ClH:29].[Cl:29][C:26]1[CH:25]=[CH:24][C:23]([CH2:22][N:18]2[C:19]3[C:20](=[O:21])[N:12]([CH2:11][CH2:10][CH2:9][OH:8])[C:13](=[O:35])[N:14]([CH3:34])[C:15]=3[N:16]=[C:17]2[NH:30][CH2:31][CH2:32][CH3:33])=[CH:28][CH:27]=1. The yield is 1.00. (7) The reactants are Cl.N1C=CC=CC=1.C[O:9][C:10]1[CH:18]=[CH:17][C:13]([C:14]([OH:16])=[O:15])=[CH:12][C:11]=1[C:19]([F:22])([F:21])[F:20].C(O)(=O)CC(CC(O)=O)(C(O)=O)O. No catalyst specified. The product is [OH:9][C:10]1[CH:18]=[CH:17][C:13]([C:14]([OH:16])=[O:15])=[CH:12][C:11]=1[C:19]([F:20])([F:21])[F:22]. The yield is 0.980.